This data is from Full USPTO retrosynthesis dataset with 1.9M reactions from patents (1976-2016). The task is: Predict the reactants needed to synthesize the given product. (1) Given the product [Cl:9][C:10]1[CH:15]=[CH:14][C:13]([C:16]([F:19])([F:18])[F:17])=[CH:12][C:11]=1[C:20]1[CH:25]=[CH:24][N:23]=[C:22]([C:26](=[N:7][OH:8])[NH2:27])[CH:21]=1, predict the reactants needed to synthesize it. The reactants are: C(=O)([O-])O.[Na+].Cl.[NH2:7][OH:8].[Cl:9][C:10]1[CH:15]=[CH:14][C:13]([C:16]([F:19])([F:18])[F:17])=[CH:12][C:11]=1[C:20]1[CH:25]=[CH:24][N:23]=[C:22]([C:26]#[N:27])[CH:21]=1. (2) Given the product [Br:33][C:14]1[CH:15]=[C:16]2[C:11](=[CH:12][CH:13]=1)[N:10]=[C:9]([NH2:8])[C:18]([CH:19]=[CH:20][C:21]1[CH:22]=[N:23][CH:24]=[C:25]([C:27]3[CH2:32][CH2:31][CH2:30][CH2:29][CH:28]=3)[CH:26]=1)=[CH:17]2, predict the reactants needed to synthesize it. The reactants are: COC1C=CC(C[NH:8][C:9]2[C:18]([CH:19]=[CH:20][C:21]3[CH:22]=[N:23][CH:24]=[C:25]([C:27]4[CH2:32][CH2:31][CH2:30][CH2:29][CH:28]=4)[CH:26]=3)=[CH:17][C:16]3[C:11](=[CH:12][CH:13]=[C:14]([Br:33])[CH:15]=3)[N:10]=2)=CC=1.C(O)(C(F)(F)F)=O.